Predict the reactants needed to synthesize the given product. From a dataset of Full USPTO retrosynthesis dataset with 1.9M reactions from patents (1976-2016). (1) The reactants are: C[O:2][C:3]1[CH:4]=[C:5]([CH:23]=[CH:24][CH:25]=1)/[CH:6]=[CH:7]/[C:8]1[N:12]([C:13]2[CH:18]=[CH:17][CH:16]=[CH:15][N:14]=2)[C:11]2[CH:19]=[CH:20][CH:21]=[CH:22][C:10]=2[N:9]=1.Br.[OH-].[Na+].[C:29]([OH:34])(=[O:33])[C:30]([OH:32])=[O:31]. Given the product [C:29]([OH:34])(=[O:33])[C:30]([OH:32])=[O:31].[OH:2][C:3]1[CH:4]=[C:5]([CH:23]=[CH:24][CH:25]=1)/[CH:6]=[CH:7]/[C:8]1[N:12]([C:13]2[CH:18]=[CH:17][CH:16]=[CH:15][N:14]=2)[C:11]2[CH:19]=[CH:20][CH:21]=[CH:22][C:10]=2[N:9]=1, predict the reactants needed to synthesize it. (2) Given the product [CH3:21][C:6]1[C:5]([CH2:4][CH2:3][OH:2])=[CH:10][CH:9]=[C:8]([C:11]2[CH:16]=[CH:15][C:14]([C:17]([F:19])([F:18])[F:20])=[CH:13][CH:12]=2)[N:7]=1, predict the reactants needed to synthesize it. The reactants are: C[O:2][C:3](=O)[CH2:4][C:5]1[C:6]([CH3:21])=[N:7][C:8]([C:11]2[CH:16]=[CH:15][C:14]([C:17]([F:20])([F:19])[F:18])=[CH:13][CH:12]=2)=[CH:9][CH:10]=1.[H-].[Al+3].[Li+].[H-].[H-].[H-].O. (3) Given the product [Cl:18][C:15]1[CH:16]=[CH:17][C:12]([NH:11][C:9](=[O:10])[C:8]2[CH:19]=[C:4]([C:1](=[N:38][OH:39])[CH3:2])[CH:5]=[CH:6][C:7]=2[NH:20][C:21]([CH:23]2[CH2:24][CH2:25][N:26]([CH:29]([CH3:30])[CH3:31])[CH2:27][CH2:28]2)=[O:22])=[N:13][CH:14]=1, predict the reactants needed to synthesize it. The reactants are: [C:1]([C:4]1[CH:5]=[CH:6][C:7]([NH:20][C:21]([CH:23]2[CH2:28][CH2:27][N:26]([CH:29]([CH3:31])[CH3:30])[CH2:25][CH2:24]2)=[O:22])=[C:8]([CH:19]=1)[C:9]([NH:11][C:12]1[CH:17]=[CH:16][C:15]([Cl:18])=[CH:14][N:13]=1)=[O:10])(=O)[CH3:2].C([O-])(=O)C.[Na+].Cl.[NH2:38][OH:39]. (4) Given the product [NH2:1][C:2]1[CH:3]=[C:4]([S:9]([N:12]2[C:18](=[O:19])[CH:17]([CH2:20][C:21]3[CH:26]=[C:25]([Cl:27])[CH:24]=[CH:23][C:22]=3[O:28][CH3:29])[CH2:16][NH:15][C:14](=[O:30])[CH2:13]2)(=[O:11])=[O:10])[CH:5]=[CH:6][C:7]=1[Cl:8], predict the reactants needed to synthesize it. The reactants are: [NH2:1][C:2]1[CH:3]=[C:4]([S:9]([N:12]2[C:18](=[O:19])/[C:17](=[CH:20]/[C:21]3[CH:26]=[C:25]([Cl:27])[CH:24]=[CH:23][C:22]=3[O:28][CH3:29])/[CH2:16][NH:15][C:14](=[O:30])[CH2:13]2)(=[O:11])=[O:10])[CH:5]=[CH:6][C:7]=1[Cl:8].